This data is from NCI-60 drug combinations with 297,098 pairs across 59 cell lines. The task is: Regression. Given two drug SMILES strings and cell line genomic features, predict the synergy score measuring deviation from expected non-interaction effect. (1) Drug 1: CN(CCCl)CCCl.Cl. Drug 2: C1CCC(C(C1)N)N.C(=O)(C(=O)[O-])[O-].[Pt+4]. Cell line: SF-295. Synergy scores: CSS=40.5, Synergy_ZIP=-12.0, Synergy_Bliss=0.00392, Synergy_Loewe=-1.38, Synergy_HSA=0.844. (2) Drug 1: CCN(CC)CCCC(C)NC1=C2C=C(C=CC2=NC3=C1C=CC(=C3)Cl)OC. Synergy scores: CSS=19.7, Synergy_ZIP=-2.07, Synergy_Bliss=3.39, Synergy_Loewe=-23.8, Synergy_HSA=1.04. Cell line: SF-539. Drug 2: C1CNP(=O)(OC1)N(CCCl)CCCl.